Dataset: Full USPTO retrosynthesis dataset with 1.9M reactions from patents (1976-2016). Task: Predict the reactants needed to synthesize the given product. (1) Given the product [F:1][C:2]1[CH:3]=[CH:4][C:5]([O:12][CH3:13])=[C:6]([NH:8][C:9]2[S:10][CH:15]=[C:16]([C:18]3[N:19]([CH3:25])[C:20]([CH3:24])=[N:21][C:22]=3[CH3:23])[N:11]=2)[CH:7]=1, predict the reactants needed to synthesize it. The reactants are: [F:1][C:2]1[CH:3]=[CH:4][C:5]([O:12][CH3:13])=[C:6]([NH:8][C:9]([NH2:11])=[S:10])[CH:7]=1.Br[CH2:15][C:16]([C:18]1[N:19]([CH3:25])[C:20]([CH3:24])=[N:21][C:22]=1[CH3:23])=O. (2) The reactants are: [Cl:1]CC(O[C:6](=O)[CH2:7][Cl:8])=O.C(OC(=O)[NH:16][C:17]1[CH:22]=[CH:21][N:20]=[CH:19][C:18]=1[NH:23][CH2:24][CH3:25])(C)(C)C. Given the product [ClH:1].[Cl:8][CH2:7][C:6]1[N:23]([CH2:24][CH3:25])[C:18]2[CH:19]=[N:20][CH:21]=[CH:22][C:17]=2[N:16]=1, predict the reactants needed to synthesize it. (3) Given the product [Br:5][C:6]1[CH:11]=[C:10]([F:12])[C:9]([N+:1]([O-:4])=[O:2])=[CH:8][C:7]=1[N:13]([S:14]([CH3:17])(=[O:15])=[O:16])[S:14]([CH3:17])(=[O:16])=[O:15], predict the reactants needed to synthesize it. The reactants are: [N+:1]([O-:4])(O)=[O:2].[Br:5][C:6]1[CH:11]=[C:10]([F:12])[CH:9]=[CH:8][C:7]=1[N:13](C)[S:14]([CH:17]=S(=O)=O)(=[O:16])=[O:15]. (4) Given the product [N+:22]([C:18]1[CH:17]=[C:16]([C:3]2[CH:8]=[CH:7][N:6]=[CH:5][CH:4]=2)[CH:21]=[CH:20][CH:19]=1)([O-:24])=[O:23], predict the reactants needed to synthesize it. The reactants are: Cl.Br[C:3]1[CH:8]=[CH:7][N:6]=[CH:5][CH:4]=1.C(=O)(O)[O-].[Na+].OB(O)[C:16]1[CH:21]=[CH:20][CH:19]=[C:18]([N+:22]([O-:24])=[O:23])[CH:17]=1.